This data is from Full USPTO retrosynthesis dataset with 1.9M reactions from patents (1976-2016). The task is: Predict the reactants needed to synthesize the given product. The reactants are: [O:1]1[CH:5]2[O:6][CH2:7][CH2:8][CH:4]2[CH:3]([O:9][C:10](=[O:28])[NH:11][CH:12]([CH2:21][C:22]2[CH:27]=[CH:26][CH:25]=[CH:24][CH:23]=2)[CH:13]([OH:20])[CH2:14][NH:15][CH2:16][CH:17]([CH3:19])[CH3:18])[CH2:2]1.C(=O)(O)[O-].[Na+].[O:34]=[C:35]1[CH2:43][C:42]2[C:37](=[CH:38][CH:39]=[C:40]([S:44](Cl)(=[O:46])=[O:45])[CH:41]=2)[NH:36]1. Given the product [O:1]1[CH:5]2[O:6][CH2:7][CH2:8][CH:4]2[CH:3]([O:9][C:10](=[O:28])[NH:11][CH:12]([CH2:21][C:22]2[CH:23]=[CH:24][CH:25]=[CH:26][CH:27]=2)[CH:13]([OH:20])[CH2:14][N:15]([CH2:16][CH:17]([CH3:19])[CH3:18])[S:44]([C:40]2[CH:41]=[C:42]3[C:37](=[CH:38][CH:39]=2)[NH:36][C:35](=[O:34])[CH2:43]3)(=[O:45])=[O:46])[CH2:2]1, predict the reactants needed to synthesize it.